Dataset: Full USPTO retrosynthesis dataset with 1.9M reactions from patents (1976-2016). Task: Predict the reactants needed to synthesize the given product. Given the product [F:35][CH:33]([F:34])[N:19]1[C:20]([C:22]2[CH:23]=[CH:24][C:25]([O:28][C:29]([F:31])([F:30])[F:32])=[CH:26][CH:27]=2)=[CH:21][C:17]([CH2:16][O:15][C:12]2[CH:13]=[CH:14][C:9]([O:8][C:5]([CH3:7])([CH3:6])[C:4]([OH:37])=[O:3])=[C:10]([CH3:36])[CH:11]=2)=[N:18]1, predict the reactants needed to synthesize it. The reactants are: C([O:3][C:4](=[O:37])[C:5]([O:8][C:9]1[CH:14]=[CH:13][C:12]([O:15][CH2:16][C:17]2[CH:21]=[C:20]([C:22]3[CH:27]=[CH:26][C:25]([O:28][C:29]([F:32])([F:31])[F:30])=[CH:24][CH:23]=3)[N:19]([CH:33]([F:35])[F:34])[N:18]=2)=[CH:11][C:10]=1[CH3:36])([CH3:7])[CH3:6])C.[Li+].[OH-].